Dataset: Full USPTO retrosynthesis dataset with 1.9M reactions from patents (1976-2016). Task: Predict the reactants needed to synthesize the given product. (1) Given the product [CH2:32]([O:31][C:29](=[O:30])[C:28]([O:26][C:22]1[CH:23]=[CH:24][CH:25]=[C:20]([C:14]2[CH:13]=[C:12]([NH:11][CH2:10][CH2:9][C:3]3[CH:4]=[CH:5][C:6]([Cl:8])=[CH:7][C:2]=3[Cl:1])[N:17]=[C:16]([O:18][CH3:19])[N:15]=2)[CH:21]=1)([CH3:35])[CH3:34])[CH3:33], predict the reactants needed to synthesize it. The reactants are: [Cl:1][C:2]1[CH:7]=[C:6]([Cl:8])[CH:5]=[CH:4][C:3]=1[CH2:9][CH2:10][NH:11][C:12]1[N:17]=[C:16]([O:18][CH3:19])[N:15]=[C:14]([C:20]2[CH:21]=[C:22]([OH:26])[CH:23]=[CH:24][CH:25]=2)[CH:13]=1.Br[C:28]([CH3:35])([CH3:34])[C:29]([O:31][CH2:32][CH3:33])=[O:30]. (2) Given the product [CH2:4]([O:11][C:12]1[CH:17]=[CH:16][C:15]([CH2:18][CH2:19][C:21]2([OH:25])[CH2:24][CH2:23][CH2:22]2)=[CH:14][CH:13]=1)[C:5]1[CH:10]=[CH:9][CH:8]=[CH:7][CH:6]=1, predict the reactants needed to synthesize it. The reactants are: [Mg].II.[CH2:4]([O:11][C:12]1[CH:17]=[CH:16][C:15]([CH2:18][CH2:19]Br)=[CH:14][CH:13]=1)[C:5]1[CH:10]=[CH:9][CH:8]=[CH:7][CH:6]=1.[C:21]1(=[O:25])[CH2:24][CH2:23][CH2:22]1.Cl. (3) Given the product [CH3:48][O:47][C:36]1[C:37]2[C:42](=[CH:41][CH:40]=[CH:39][CH:38]=2)[C:43]([O:45][CH3:46])=[CH:44][C:35]=1[CH2:34][O:1][CH:2]1[CH:7]([C:8]2[CH:9]=[CH:10][C:11]([O:14][CH2:15][CH2:16][O:17][CH2:18][CH2:19][C:20]3[CH:21]=[CH:22][CH:23]=[CH:24][CH:25]=3)=[CH:12][CH:13]=2)[CH2:6][CH2:5][N:4]([C:26]([O:28][C:29]([CH3:32])([CH3:31])[CH3:30])=[O:27])[CH2:3]1, predict the reactants needed to synthesize it. The reactants are: [OH:1][CH:2]1[CH:7]([C:8]2[CH:13]=[CH:12][C:11]([O:14][CH2:15][CH2:16][O:17][CH2:18][CH2:19][C:20]3[CH:25]=[CH:24][CH:23]=[CH:22][CH:21]=3)=[CH:10][CH:9]=2)[CH2:6][CH2:5][N:4]([C:26]([O:28][C:29]([CH3:32])([CH3:31])[CH3:30])=[O:27])[CH2:3]1.Cl[CH2:34][C:35]1[CH:44]=[C:43]([O:45][CH3:46])[C:42]2[C:37](=[CH:38][CH:39]=[CH:40][CH:41]=2)[C:36]=1[O:47][CH3:48]. (4) Given the product [Cl:17][CH:7]([C:1]1[CH:6]=[CH:5][CH:4]=[CH:3][CH:2]=1)[C:9]1[CH:10]=[N:11][CH:12]=[CH:13][CH:14]=1, predict the reactants needed to synthesize it. The reactants are: [C:1]1([CH:7]([C:9]2[CH:10]=[N:11][CH:12]=[CH:13][CH:14]=2)O)[CH:6]=[CH:5][CH:4]=[CH:3][CH:2]=1.S(Cl)([Cl:17])=O. (5) Given the product [CH3:13][O:12][C:8]([C:9]1[O:6][N:5]=[C:4]([CH2:3][CH:2]([CH3:7])[CH3:1])[CH:10]=1)=[O:11], predict the reactants needed to synthesize it. The reactants are: [CH3:1][CH:2]([CH3:7])[CH2:3][CH:4]=[N:5][OH:6].[C:8]([O:12][CH3:13])(=[O:11])[C:9]#[CH:10]. (6) Given the product [CH:22]1([NH:21][C:19]([C:4]2[N:5]=[N:6][N:7]([C:8]3[CH:9]=[CH:10][C:11]([C:14]([NH:16][CH2:17][CH3:18])=[O:15])=[CH:12][CH:13]=3)[C:3]=2[CH2:2][NH:1][CH2:49][C:45]2[N:44]([C:25]([C:26]3[CH:31]=[CH:30][CH:29]=[CH:28][CH:27]=3)([C:32]3[CH:33]=[CH:34][CH:35]=[CH:36][CH:37]=3)[C:38]3[CH:43]=[CH:42][CH:41]=[CH:40][CH:39]=3)[CH:48]=[CH:47][N:46]=2)=[O:20])[CH2:24][CH2:23]1, predict the reactants needed to synthesize it. The reactants are: [NH2:1][CH2:2][C:3]1[N:7]([C:8]2[CH:13]=[CH:12][C:11]([C:14]([NH:16][CH2:17][CH3:18])=[O:15])=[CH:10][CH:9]=2)[N:6]=[N:5][C:4]=1[C:19]([NH:21][CH:22]1[CH2:24][CH2:23]1)=[O:20].[C:25]([N:44]1[CH:48]=[CH:47][N:46]=[C:45]1[CH:49]=O)([C:38]1[CH:43]=[CH:42][CH:41]=[CH:40][CH:39]=1)([C:32]1[CH:37]=[CH:36][CH:35]=[CH:34][CH:33]=1)[C:26]1[CH:31]=[CH:30][CH:29]=[CH:28][CH:27]=1.C(O)(=O)C.C(O[BH-](OC(=O)C)OC(=O)C)(=O)C.[Na+].C(=O)([O-])O.[Na+]. (7) Given the product [F:22][C:18]1[CH:17]=[C:16]([C:15]2[S:14][C:13]([CH3:23])=[N:12][C:11]=2[C:9]([N:4]2[C@H:3]([CH2:2][NH:1][C:36]([C:28]3[CH:27]=[C:26]([O:25][CH3:24])[C:35]4[C:30](=[CH:31][CH:32]=[CH:33][CH:34]=4)[N:29]=3)=[O:37])[CH2:8][C@H:7]3[C@@H:5]2[CH2:6]3)=[O:10])[CH:21]=[CH:20][CH:19]=1, predict the reactants needed to synthesize it. The reactants are: [NH2:1][CH2:2][C@@H:3]1[CH2:8][C@H:7]2[C@H:5]([CH2:6]2)[N:4]1[C:9]([C:11]1[N:12]=[C:13]([CH3:23])[S:14][C:15]=1[C:16]1[CH:21]=[CH:20][CH:19]=[C:18]([F:22])[CH:17]=1)=[O:10].[CH3:24][O:25][C:26]1[C:35]2[C:30](=[CH:31][CH:32]=[CH:33][CH:34]=2)[N:29]=[C:28]([C:36](O)=[O:37])[CH:27]=1. (8) Given the product [C:15]([O:14][C:12]([N:11]([CH2:19][CH:20]1[CH2:25][CH2:24][N:23]([C:26]([O:28][C:29]([CH3:30])([CH3:32])[CH3:31])=[O:27])[CH2:22][CH2:21]1)[C@@H:9]1[CH2:10][C@H:8]1[C:5]1[CH:6]=[CH:7][C:2]([CH:33]2[CH2:35][CH2:34]2)=[CH:3][CH:4]=1)=[O:13])([CH3:16])([CH3:17])[CH3:18], predict the reactants needed to synthesize it. The reactants are: Br[C:2]1[CH:7]=[CH:6][C:5]([C@@H:8]2[CH2:10][C@H:9]2[N:11]([CH2:19][CH:20]2[CH2:25][CH2:24][N:23]([C:26]([O:28][C:29]([CH3:32])([CH3:31])[CH3:30])=[O:27])[CH2:22][CH2:21]2)[C:12]([O:14][C:15]([CH3:18])([CH3:17])[CH3:16])=[O:13])=[CH:4][CH:3]=1.[CH:33]1(B(O)O)[CH2:35][CH2:34]1.C([O-])([O-])=O.[K+].[K+].O. (9) The reactants are: F[C:2]1[C:7]([C:8]2[N:13]=[C:12]([CH3:14])[N:11]=[C:10]([N:15]([CH2:25][C:26]3[CH:31]=[CH:30][C:29]([O:32][CH3:33])=[CH:28][CH:27]=3)[CH2:16][C:17]3[CH:22]=[CH:21][C:20]([O:23][CH3:24])=[CH:19][CH:18]=3)[N:9]=2)=[CH:6][C:5]([C@H:34]([N:36]2[CH2:41][CH2:40][N:39]([S:42]([CH3:45])(=[O:44])=[O:43])[CH2:38][CH2:37]2)[CH3:35])=[CH:4][N:3]=1.[NH2:46][C:47]1[CH:48]=[CH:49][C:50]([O:53][CH3:54])=[N:51][CH:52]=1.C[Si]([N-][Si](C)(C)C)(C)C.[Li+].O1CCCC1.C(C1C=CC=CC=1)C.[Cl-].[NH4+]. Given the product [CH3:24][O:23][C:20]1[CH:19]=[CH:18][C:17]([CH2:16][N:15]([CH2:25][C:26]2[CH:27]=[CH:28][C:29]([O:32][CH3:33])=[CH:30][CH:31]=2)[C:10]2[N:9]=[C:8]([C:7]3[C:2]([NH:46][C:47]4[CH:52]=[N:51][C:50]([O:53][CH3:54])=[CH:49][CH:48]=4)=[N:3][CH:4]=[C:5]([C@H:34]([N:36]4[CH2:41][CH2:40][N:39]([S:42]([CH3:45])(=[O:43])=[O:44])[CH2:38][CH2:37]4)[CH3:35])[CH:6]=3)[N:13]=[C:12]([CH3:14])[N:11]=2)=[CH:22][CH:21]=1, predict the reactants needed to synthesize it.